Dataset: NCI-60 drug combinations with 297,098 pairs across 59 cell lines. Task: Regression. Given two drug SMILES strings and cell line genomic features, predict the synergy score measuring deviation from expected non-interaction effect. (1) Drug 1: CC1C(C(CC(O1)OC2CC(CC3=C2C(=C4C(=C3O)C(=O)C5=C(C4=O)C(=CC=C5)OC)O)(C(=O)CO)O)N)O.Cl. Drug 2: CC1CCCC2(C(O2)CC(NC(=O)CC(C(C(=O)C(C1O)C)(C)C)O)C(=CC3=CSC(=N3)C)C)C. Cell line: 786-0. Synergy scores: CSS=37.5, Synergy_ZIP=1.17, Synergy_Bliss=1.42, Synergy_Loewe=-10.1, Synergy_HSA=0.741. (2) Drug 1: COC1=CC(=CC(=C1O)OC)C2C3C(COC3=O)C(C4=CC5=C(C=C24)OCO5)OC6C(C(C7C(O6)COC(O7)C8=CC=CS8)O)O. Drug 2: C1C(C(OC1N2C=NC3=C2NC=NCC3O)CO)O. Cell line: SNB-19. Synergy scores: CSS=37.8, Synergy_ZIP=-2.76, Synergy_Bliss=-4.18, Synergy_Loewe=-26.8, Synergy_HSA=-3.39. (3) Drug 1: C1CN1P(=S)(N2CC2)N3CC3. Drug 2: CN1C2=C(C=C(C=C2)N(CCCl)CCCl)N=C1CCCC(=O)O.Cl. Cell line: HOP-62. Synergy scores: CSS=31.2, Synergy_ZIP=-2.52, Synergy_Bliss=-3.68, Synergy_Loewe=-19.5, Synergy_HSA=-7.63. (4) Cell line: HCC-2998. Drug 1: C#CCC(CC1=CN=C2C(=N1)C(=NC(=N2)N)N)C3=CC=C(C=C3)C(=O)NC(CCC(=O)O)C(=O)O. Drug 2: CCN(CC)CCCC(C)NC1=C2C=C(C=CC2=NC3=C1C=CC(=C3)Cl)OC. Synergy scores: CSS=15.5, Synergy_ZIP=-6.87, Synergy_Bliss=0.400, Synergy_Loewe=-3.00, Synergy_HSA=-2.33. (5) Drug 1: CC1=C(C=C(C=C1)NC(=O)C2=CC=C(C=C2)CN3CCN(CC3)C)NC4=NC=CC(=N4)C5=CN=CC=C5. Drug 2: C1C(C(OC1N2C=NC(=NC2=O)N)CO)O. Cell line: CAKI-1. Synergy scores: CSS=-2.80, Synergy_ZIP=4.15, Synergy_Bliss=4.86, Synergy_Loewe=0.0131, Synergy_HSA=0.103. (6) Drug 1: CC1C(C(CC(O1)OC2CC(CC3=C2C(=C4C(=C3O)C(=O)C5=C(C4=O)C(=CC=C5)OC)O)(C(=O)CO)O)N)O.Cl. Drug 2: CC12CCC3C(C1CCC2O)C(CC4=C3C=CC(=C4)O)CCCCCCCCCS(=O)CCCC(C(F)(F)F)(F)F. Cell line: MCF7. Synergy scores: CSS=26.0, Synergy_ZIP=-1.10, Synergy_Bliss=-0.949, Synergy_Loewe=-5.76, Synergy_HSA=-0.487.